From a dataset of Peptide-MHC class I binding affinity with 185,985 pairs from IEDB/IMGT. Regression. Given a peptide amino acid sequence and an MHC pseudo amino acid sequence, predict their binding affinity value. This is MHC class I binding data. (1) The peptide sequence is FEIDKGIYQT. The MHC is HLA-B44:02 with pseudo-sequence HLA-B44:02. The binding affinity (normalized) is 0. (2) The peptide sequence is GTSHNILVEV. The MHC is HLA-B57:01 with pseudo-sequence HLA-B57:01. The binding affinity (normalized) is 0.387. (3) The peptide sequence is KTTARHLGH. The MHC is HLA-A29:02 with pseudo-sequence HLA-A29:02. The binding affinity (normalized) is 0.637. (4) The peptide sequence is SYSLFDMSKF. The MHC is HLA-A01:01 with pseudo-sequence HLA-A01:01. The binding affinity (normalized) is 0.0639. (5) The peptide sequence is LDESFLGRY. The MHC is HLA-A23:01 with pseudo-sequence HLA-A23:01. The binding affinity (normalized) is 0.